From a dataset of Drug-target binding data from BindingDB using IC50 measurements. Regression. Given a target protein amino acid sequence and a drug SMILES string, predict the binding affinity score between them. We predict pIC50 (pIC50 = -log10(IC50 in M); higher means more potent). Dataset: bindingdb_ic50. (1) The compound is CCOc1ccc(Cc2cc(C34OC[C@@](CO)(O3)[C@@H](O)[C@H](O)[C@H]4O)ccc2Cl)cc1F. The target protein (Q9QXI6) has sequence MDSSTLSPAVTATDAPIPSYERIRNAADISVIVIYFVVVMAVGLWAMFSTNRGTVGGFFLAGRSMVWWPIGASLFASNIGSGHFVGLAGTGAAAGIAMGGFEWNALVLVVVLGWIFVPIYIKAGVVTMPEYLRKRFGGKRIQIYLSVLSLLLYIFTKISADIFSGAIFINLALGLDIYLAIFILLAITALYTITGGLAAVIYTDTLQTAIMLVGSFILTGFAFNEVGGYEAFMDKYMKAIPTKVSNGNFTAKEECYTPRADSFHIFRDPITGDMPWPGLIFGLAILALWYWCTDQVIVQRCLSAKNMSHVKAGCTLCGYLKLLPMFLMVMPGMISRILYTEKIACVLPEECQKYCGTPVGCTNIAYPTLVVELMPNGLRGLMLSVMMASLMSSLTSIFNSASTLFTMDIYTKIRKKASEKELMIAGRLFILVLIGISIAWVPIVQSAQSGQLFDYIQSITSYLGPPIAAVFLLAIFCKRVNEQGAFWGLILGFLIGISRM.... The pIC50 is 5.6. (2) The small molecule is Cc1c(CCCC(=O)O)c2c(F)ccc(C#Cc3ccc(OCCCCc4c(F)cc(F)c(F)c4F)cc3)c2n1CCCC(=O)O. The target protein (Q9NS75) has sequence MERKFMSLQPSISVSEMEPNGTFSNNNSRNCTIENFKREFFPIVYLIIFFWGVLGNGLSIYVFLQPYKKSTSVNVFMLNLAISDLLFISTLPFRADYYLRGSNWIFGDLACRIMSYSLYVNMYSSIYFLTVLSVVRFLAMVHPFRLLHVTSIRSAWILCGIIWILIMASSIMLLDSGSEQNGSVTSCLELNLYKIAKLQTMNYIALVVGCLLPFFTLSICYLLIIRVLLKVEVPESGLRVSHRKALTTIIITLIIFFLCFLPYHTLRTVHLTTWKVGLCKDRLHKALVITLALAAANACFNPLLYYFAGENFKDRLKSALRKGHPQKAKTKCVFPVSVWLRKETRV. The pIC50 is 7.9.